From a dataset of Forward reaction prediction with 1.9M reactions from USPTO patents (1976-2016). Predict the product of the given reaction. (1) Given the reactants [S:1]1[CH:5]=[CH:4][N:3]=[CH:2]1.[Li]CCCC.Br[C:12]1[CH:17]=[CH:16][C:15]([O:18][CH3:19])=[CH:14][CH:13]=1, predict the reaction product. The product is: [CH3:19][O:18][C:15]1[CH:16]=[CH:17][C:12]([C:2]2[S:1][CH:5]=[CH:4][N:3]=2)=[CH:13][CH:14]=1. (2) Given the reactants [C:1]([N:8]1[CH2:13][CH2:12][NH:11][CH2:10][CH2:9]1)([O:3][C:4]([CH3:7])([CH3:6])[CH3:5])=[O:2].[OH-].[Na+].[C:16](Cl)(=[O:27])[O:17][CH2:18][C:19]1[CH:24]=[C:23]([Cl:25])[CH:22]=[C:21]([Cl:26])[CH:20]=1, predict the reaction product. The product is: [N:8]1([C:1]([O:3][C:4]([CH3:7])([CH3:6])[CH3:5])=[O:2])[CH2:9][CH2:10][N:11]([C:16]([O:17][CH2:18][C:19]2[CH:20]=[C:21]([Cl:26])[CH:22]=[C:23]([Cl:25])[CH:24]=2)=[O:27])[CH2:12][CH2:13]1. (3) Given the reactants C([O:4][C:5]1[CH:10]=[C:9]([C:11]#[N:12])[C:8](Br)=[C:7]([C:14]#[N:15])[C:6]=1[O:16]C(=O)C)(=O)C.[C:20]([C:23]1[CH:28]=[CH:27][CH:26]=[CH:25][C:24]=1B(O)O)([OH:22])=[O:21], predict the reaction product. The product is: [C:14]([C:7]1[C:6]([OH:16])=[C:5]([OH:4])[CH:10]=[C:9]([C:11]#[N:12])[C:8]=1[C:24]1[C:23]([C:20]([OH:22])=[O:21])=[CH:28][CH:27]=[CH:26][CH:25]=1)#[N:15]. (4) Given the reactants [I:1][C:2]1[CH:3]=[C:4]2[C:8](=[CH:9][CH:10]=1)[NH:7][CH:6]=[CH:5]2.C(N(CC)CC)C.[C:18](OC(=O)C)(=[O:20])[CH3:19].ClCCCl, predict the reaction product. The product is: [I:1][C:2]1[CH:3]=[C:4]2[C:8](=[CH:9][CH:10]=1)[N:7]([C:18](=[O:20])[CH3:19])[CH:6]=[CH:5]2.